From a dataset of Reaction yield outcomes from USPTO patents with 853,638 reactions. Predict the reaction yield, written as a fraction of the theoretical maximum amount of product (1.0 means a 100% yield; for example, 0.34 means a 34% yield). (1) The reactants are F[C:2]1[CH:11]=[C:10]([C:12]2[N:17]=[C:16]3[N:18]([CH2:21][C:22]4[CH:23]=[C:24]5[C:29](=[CH:30][CH:31]=4)[N:28]=[CH:27][CH:26]=[CH:25]5)[N:19]=[N:20][C:15]3=[CH:14][CH:13]=2)[CH:9]=[CH:8][C:3]=1C(NC)=O.[CH3:32][O:33]C1C=CC(B(O)O)=CC=1.C(=O)([O-])[O-].[K+].[K+].O. The catalyst is O1CCOCC1. The product is [CH3:32][O:33][C:3]1[CH:2]=[CH:11][C:10]([C:12]2[N:17]=[C:16]3[N:18]([CH2:21][C:22]4[CH:23]=[C:24]5[C:29](=[CH:30][CH:31]=4)[N:28]=[CH:27][CH:26]=[CH:25]5)[N:19]=[N:20][C:15]3=[CH:14][CH:13]=2)=[CH:9][CH:8]=1. The yield is 0.560. (2) The reactants are [Si:1]([O:8][CH:9]1[CH2:14][CH2:13][C:12]([C:16]2[C:20]3[N:21]=[C:22]([Cl:25])[N:23]=[CH:24][C:19]=3[N:18]([C:26]([C:39]3[CH:44]=[CH:43][CH:42]=[CH:41][CH:40]=3)([C:33]3[CH:38]=[CH:37][CH:36]=[CH:35][CH:34]=3)[C:27]3[CH:32]=[CH:31][CH:30]=[CH:29][CH:28]=3)[CH:17]=2)(O)[CH2:11][CH2:10]1)([C:4]([CH3:7])([CH3:6])[CH3:5])([CH3:3])[CH3:2].CS(Cl)(=O)=O.CCN(CC)CC. The catalyst is C(Cl)Cl. The product is [Si:1]([O:8][CH:9]1[CH2:14][CH2:13][C:12]([C:16]2[C:20]3[N:21]=[C:22]([Cl:25])[N:23]=[CH:24][C:19]=3[N:18]([C:26]([C:27]3[CH:32]=[CH:31][CH:30]=[CH:29][CH:28]=3)([C:39]3[CH:40]=[CH:41][CH:42]=[CH:43][CH:44]=3)[C:33]3[CH:34]=[CH:35][CH:36]=[CH:37][CH:38]=3)[CH:17]=2)=[CH:11][CH2:10]1)([C:4]([CH3:7])([CH3:5])[CH3:6])([CH3:2])[CH3:3]. The yield is 0.500. (3) The reactants are [Br:1]N1C(=O)CCC1=O.[NH:9]1[CH:13]=[C:12]([C:14]([O:16][CH3:17])=[O:15])[N:11]=[CH:10]1. The catalyst is CC#N. The product is [Br:1][C:13]1[N:9]=[CH:10][NH:11][C:12]=1[C:14]([O:16][CH3:17])=[O:15]. The yield is 0.700. (4) The reactants are [CH:1]([O:4][C:5]([N:7]1[CH:12]([CH2:13][CH3:14])[CH2:11][CH:10]([N:15]([CH2:20][C:21]2[CH:26]=[C:25]([C:27]([F:30])([F:29])[F:28])[CH:24]=[C:23]([Cl:31])[CH:22]=2)[C:16]([O:18][CH3:19])=[O:17])[CH2:9][CH:8]1[CH2:32][CH:33]=C)=[O:6])([CH3:3])[CH3:2].[O:35]=[O+][O-].O=O.C1(P(C2C=CC=CC=2)C2C=CC=CC=2)C=CC=CC=1. The catalyst is C(Cl)Cl.CO. The product is [CH:1]([O:4][C:5]([N:7]1[CH:8]([CH2:32][CH:33]=[O:35])[CH2:9][CH:10]([N:15]([CH2:20][C:21]2[CH:26]=[C:25]([C:27]([F:30])([F:28])[F:29])[CH:24]=[C:23]([Cl:31])[CH:22]=2)[C:16]([O:18][CH3:19])=[O:17])[CH2:11][CH:12]1[CH2:13][CH3:14])=[O:6])([CH3:2])[CH3:3]. The yield is 0.870. (5) The reactants are [C:1]([O:4][CH2:5][CH2:6][C:7]1[C:8]([NH:26][C:27]2[CH:31]=[C:30]([CH:32]3[CH2:34][CH2:33]3)[NH:29][N:28]=2)=[N:9][C:10]([C:13]2[S:14][C:15]([S:18](=[O:25])(=[O:24])[NH:19]C(C)(C)C)=[CH:16][CH:17]=2)=[N:11][CH:12]=1)(=[O:3])[CH3:2]. The catalyst is C(O)(C(F)(F)F)=O. The product is [C:1]([O:4][CH2:5][CH2:6][C:7]1[C:8]([NH:26][C:27]2[CH:31]=[C:30]([CH:32]3[CH2:34][CH2:33]3)[NH:29][N:28]=2)=[N:9][C:10]([C:13]2[S:14][C:15]([S:18](=[O:24])(=[O:25])[NH2:19])=[CH:16][CH:17]=2)=[N:11][CH:12]=1)(=[O:3])[CH3:2]. The yield is 0.930. (6) The reactants are [C:1]1([C:7]2[N:12]3[N:13]=[C:14]([NH:16][C:17]4[CH:38]=[CH:37][C:20]([C:21]([NH:23][CH:24]5[CH2:29][CH2:28][N:27](C(OC(C)(C)C)=O)[CH2:26][CH2:25]5)=[O:22])=[CH:19][CH:18]=4)[N:15]=[C:11]3[CH:10]=[CH:9][CH:8]=2)[CH:6]=[CH:5][CH:4]=[CH:3][CH:2]=1. The catalyst is Cl. The product is [C:1]1([C:7]2[N:12]3[N:13]=[C:14]([NH:16][C:17]4[CH:38]=[CH:37][C:20]([C:21]([NH:23][CH:24]5[CH2:25][CH2:26][NH:27][CH2:28][CH2:29]5)=[O:22])=[CH:19][CH:18]=4)[N:15]=[C:11]3[CH:10]=[CH:9][CH:8]=2)[CH:2]=[CH:3][CH:4]=[CH:5][CH:6]=1. The yield is 0.600. (7) The reactants are [CH2:1]([O:3][C:4](=[O:13])[CH2:5][C:6]1[CH:11]=[CH:10][C:9](Br)=[CH:8][CH:7]=1)[CH3:2].[F:14][C:15]([F:26])([F:25])[C:16]1[C:24]2[CH2:23][CH2:22][CH2:21][CH2:20][C:19]=2[NH:18][N:17]=1.C(=O)([O-])[O-].[K+].[K+].CN[C@@H]1CCCC[C@H]1NC. The catalyst is C1(C)C=CC=CC=1.[Cu]I.CN[C@@H]1CCCC[C@H]1NC. The product is [F:26][C:15]([F:14])([F:25])[C:16]1[C:24]2[CH2:23][CH2:22][CH2:21][CH2:20][C:19]=2[N:18]([C:9]2[CH:10]=[CH:11][C:6]([CH2:5][C:4]([O:3][CH2:1][CH3:2])=[O:13])=[CH:7][CH:8]=2)[N:17]=1. The yield is 0.870.